Dataset: Full USPTO retrosynthesis dataset with 1.9M reactions from patents (1976-2016). Task: Predict the reactants needed to synthesize the given product. (1) The reactants are: Cl[C:2]1[N:7]=[C:6]([CH2:8][C:9]([C:11]2[CH:12]=[C:13]([NH:17][C:18](=[O:27])[C:19]3[C:24]([F:25])=[CH:23][CH:22]=[CH:21][C:20]=3[F:26])[CH:14]=[CH:15][CH:16]=2)=[O:10])[CH:5]=[CH:4][N:3]=1.CC(O)C.[F:32][C:33]([F:48])([F:47])[C:34]([N:36]1[CH2:45][CH2:44][C:43]2[C:38](=[CH:39][C:40]([NH2:46])=[CH:41][CH:42]=2)[CH2:37]1)=[O:35].C([O-])(O)=O.[Na+]. Given the product [F:26][C:20]1[CH:21]=[CH:22][CH:23]=[C:24]([F:25])[C:19]=1[C:18]([NH:17][C:13]1[CH:14]=[CH:15][CH:16]=[C:11]([C:9](=[O:10])[CH2:8][C:6]2[CH:5]=[CH:4][N:3]=[C:2]([NH:46][C:40]3[CH:39]=[C:38]4[C:43]([CH2:44][CH2:45][N:36]([C:34](=[O:35])[C:33]([F:48])([F:32])[F:47])[CH2:37]4)=[CH:42][CH:41]=3)[N:7]=2)[CH:12]=1)=[O:27], predict the reactants needed to synthesize it. (2) The reactants are: C([O:3][C:4](=[O:32])[CH2:5][S:6][C:7]1[S:11][C:10]([NH:12][C:13]([N:15]([C:23]2[CH:31]=[CH:30][C:26]3[O:27][CH2:28][O:29][C:25]=3[CH:24]=2)CC2CCCCC2)=[O:14])=[N:9][CH:8]=1)C.C1(CN([C:52]2[CH:57]=[CH:56][C:55](S(C)(=O)=O)=[CH:54][CH:53]=2)C(=O)NC2SC=C(CC(O)=O)N=2)CCCC1.O1C2C=CC(NCC3CCCCC3)=CC=2O[CH2:63]1.C(OC(=O)CSC1SC(N)=NC=1)C. Given the product [O:27]1[C:26]2[CH:30]=[CH:31][C:23]([N:15]([CH:52]3[CH2:57][CH2:56][CH2:55][CH2:54][CH2:53]3)[C:13](=[O:14])[N:12]([CH3:63])[C:10]3[S:11][C:7]([S:6][CH2:5][C:4]([OH:3])=[O:32])=[CH:8][N:9]=3)=[CH:24][C:25]=2[O:29][CH2:28]1, predict the reactants needed to synthesize it. (3) Given the product [C:24]([O:23][C:22]([NH:21][C:16]1[CH:17]=[CH:18][CH:19]=[CH:20][C:15]=1[C:31]1[CH:40]=[CH:39][C:34]([C:35]([O:37][CH3:38])=[O:36])=[C:33]([N+:41]([O-:43])=[O:42])[CH:32]=1)=[O:28])([CH3:25])([CH3:26])[CH3:27], predict the reactants needed to synthesize it. The reactants are: C(=O)([O-])[O-].[Na+].[Na+].CC1(C)C(C)(C)OB([C:15]2[CH:20]=[CH:19][CH:18]=[CH:17][C:16]=2[NH:21][C:22](=[O:28])[O:23][C:24]([CH3:27])([CH3:26])[CH3:25])O1.Cl[C:31]1[CH:40]=[CH:39][C:34]([C:35]([O:37][CH3:38])=[O:36])=[C:33]([N+:41]([O-:43])=[O:42])[CH:32]=1.C(O)(=O)CC(CC(O)=O)(C(O)=O)O. (4) Given the product [CH2:27]([O:26][C:24]([C:18]1([CH3:17])[CH2:23][CH2:22][N:21]([C:2]2[CH2:16][C:5]3([CH2:8][N:7]([C:9]([O:11][C:12]([CH3:15])([CH3:14])[CH3:13])=[O:10])[CH2:6]3)[O:4][N:3]=2)[CH2:20][CH2:19]1)=[O:25])[CH3:28], predict the reactants needed to synthesize it. The reactants are: Br[C:2]1[CH2:16][C:5]2([CH2:8][N:7]([C:9]([O:11][C:12]([CH3:15])([CH3:14])[CH3:13])=[O:10])[CH2:6]2)[O:4][N:3]=1.[CH3:17][C:18]1([C:24]([O:26][CH2:27][CH3:28])=[O:25])[CH2:23][CH2:22][NH:21][CH2:20][CH2:19]1.C(=O)([O-])[O-].[Na+].[Na+].CN(C=O)C. (5) Given the product [C:11]1([CH2:10][CH2:9][C:2]2[C:3]([C:4]([O:6][CH2:7][CH3:8])=[O:5])=[CH:22][NH:20][N:26]=2)[CH:16]=[CH:15][CH:14]=[CH:13][CH:12]=1, predict the reactants needed to synthesize it. The reactants are: O=[C:2]([CH2:9][CH2:10][C:11]1[CH:16]=[CH:15][CH:14]=[CH:13][CH:12]=1)[CH2:3][C:4]([O:6][CH2:7][CH3:8])=[O:5].COC(OC)[N:20]([CH3:22])C.O.[NH2:26]N. (6) Given the product [CH2:1]([N:8]1[CH2:9][CH2:10][C:11]2([C:15]3[CH:20]=[CH:19][CH:18]=[CH:17][C:16]=3[CH:21]([CH3:22])[O:14]2)[CH2:12][CH2:13]1)[C:2]1[CH:7]=[CH:6][CH:5]=[CH:4][CH:3]=1, predict the reactants needed to synthesize it. The reactants are: [CH2:1]([N:8]1[CH2:13][CH2:12][C:11]([C:15]2[CH:20]=[CH:19][CH:18]=[CH:17][C:16]=2[CH:21](O)[CH3:22])([OH:14])[CH2:10][CH2:9]1)[C:2]1[CH:7]=[CH:6][CH:5]=[CH:4][CH:3]=1.C(N(CC)CC)C.CS(Cl)(=O)=O. (7) Given the product [N:28]1[C:29]2[C:24](=[CH:23][C:22]([CH2:21][N:18]3[C:16]4=[N:17][C:12]([NH:32][CH2:33][CH2:34][OH:35])=[CH:13][CH:14]=[C:15]4[N:20]=[N:19]3)=[CH:31][CH:30]=2)[CH:25]=[CH:26][CH:27]=1, predict the reactants needed to synthesize it. The reactants are: FC1C=C([C:12]2[N:17]=[C:16]3[N:18]([CH2:21][C:22]4[CH:23]=[C:24]5[C:29](=[CH:30][CH:31]=4)[N:28]=[CH:27][CH:26]=[CH:25]5)[N:19]=[N:20][C:15]3=[CH:14][CH:13]=2)C=CC=1C(NC)=O.[NH2:32][CH2:33][CH2:34][OH:35].C(=O)([O-])[O-].[Na+].[Na+]. (8) Given the product [CH:1]1([C:6]2[O:10][N:9]=[C:8]([C:11]3[C:16]([Cl:17])=[CH:15][CH:14]=[CH:13][C:12]=3[Cl:18])[C:7]=2[CH2:19][O:20][C:21]2[CH:22]=[CH:23][C:24]([C:27]3[CH:28]=[C:29]4[C:34](=[CH:35][CH:36]=3)[N:33]=[C:32]([C:37]([OH:39])=[O:38])[CH:31]=[CH:30]4)=[CH:25][CH:26]=2)[CH2:2][CH2:3][CH2:4][CH2:5]1, predict the reactants needed to synthesize it. The reactants are: [CH:1]1([C:6]2[O:10][N:9]=[C:8]([C:11]3[C:16]([Cl:17])=[CH:15][CH:14]=[CH:13][C:12]=3[Cl:18])[C:7]=2[CH2:19][O:20][C:21]2[CH:26]=[CH:25][C:24]([C:27]3[CH:28]=[C:29]4[C:34](=[CH:35][CH:36]=3)[N:33]=[C:32]([C:37]([O:39]C)=[O:38])[CH:31]=[CH:30]4)=[CH:23][CH:22]=2)[CH2:5][CH2:4][CH2:3][CH2:2]1.O1CCCC1.[OH-].[Na+].Cl. (9) Given the product [Br:11][C:12]1[CH:13]=[CH:14][C:15]([O:21][CH2:6][C:5]2[CH:8]=[CH:9][CH:10]=[C:3]([C:1]#[N:2])[CH:4]=2)=[C:16]([CH:20]=1)[C:17]([O:19][CH2:6][C:5]1[CH:8]=[CH:9][CH:10]=[C:3]([C:1]#[N:2])[CH:4]=1)=[O:18], predict the reactants needed to synthesize it. The reactants are: [C:1]([C:3]1[CH:4]=[C:5]([CH:8]=[CH:9][CH:10]=1)[CH2:6]Br)#[N:2].[Br:11][C:12]1[CH:13]=[CH:14][C:15]([OH:21])=[C:16]([CH:20]=1)[C:17]([OH:19])=[O:18].C(=O)([O-])[O-].[K+].[K+]. (10) Given the product [C:1]([O:5][C:6](=[O:20])[CH2:7][O:8][C:9]1[C:18]2[CH2:17][CH2:16][CH2:15][CH:14]([NH:19][S:35]([C:32]3[CH:33]=[CH:34][C:29]([Br:28])=[CH:30][CH:31]=3)(=[O:37])=[O:36])[C:13]=2[CH:12]=[CH:11][CH:10]=1)([CH3:4])([CH3:2])[CH3:3], predict the reactants needed to synthesize it. The reactants are: [C:1]([O:5][C:6](=[O:20])[CH2:7][O:8][C:9]1[C:18]2[CH2:17][CH2:16][CH2:15][CH:14]([NH2:19])[C:13]=2[CH:12]=[CH:11][CH:10]=1)([CH3:4])([CH3:3])[CH3:2].C(NC(C)C)(C)C.[Br:28][C:29]1[CH:34]=[CH:33][C:32]([S:35](Cl)(=[O:37])=[O:36])=[CH:31][CH:30]=1.